This data is from Full USPTO retrosynthesis dataset with 1.9M reactions from patents (1976-2016). The task is: Predict the reactants needed to synthesize the given product. (1) Given the product [CH3:1][O:2][C:3]([C:5]1[CH:10]([C:11]2[CH:16]=[CH:15][C:14]([C:17]#[N:18])=[CH:13][CH:12]=2)[N:9]2[C:19](=[O:34])[N:20]([CH2:22][CH2:23][CH2:24][N:25]([S:54]([CH3:53])(=[O:56])=[O:55])[CH3:26])[N:21]=[C:8]2[N:7]([C:35]2[CH:40]=[CH:39][CH:38]=[C:37]([C:41]([F:44])([F:43])[F:42])[CH:36]=2)[C:6]=1[CH3:45])=[O:4], predict the reactants needed to synthesize it. The reactants are: [CH3:1][O:2][C:3]([C:5]1[CH:10]([C:11]2[CH:16]=[CH:15][C:14]([C:17]#[N:18])=[CH:13][CH:12]=2)[N:9]2[C:19](=[O:34])[N:20]([CH2:22][CH2:23][CH2:24][N:25](C(OC(C)(C)C)=O)[CH3:26])[N:21]=[C:8]2[N:7]([C:35]2[CH:40]=[CH:39][CH:38]=[C:37]([C:41]([F:44])([F:43])[F:42])[CH:36]=2)[C:6]=1[CH3:45])=[O:4].C(N(CC)CC)C.[CH3:53][S:54](Cl)(=[O:56])=[O:55]. (2) Given the product [I:15][C:6]1[N:5]=[CH:4][N:3]=[C:2]([N:26]2[CH2:25][CH2:24][N:23]([C:16]([O:18][C:19]([CH3:22])([CH3:21])[CH3:20])=[O:17])[CH2:28][CH2:27]2)[C:7]=1[C@@H:8]([CH2:9][C:10]([O:12][CH3:13])=[O:11])[CH3:14], predict the reactants needed to synthesize it. The reactants are: I[C:2]1[C:7]([C@H:8]([CH3:14])[CH2:9][C:10]([O:12][CH3:13])=[O:11])=[C:6]([I:15])[N:5]=[CH:4][N:3]=1.[C:16]([N:23]1[CH2:28][CH2:27][NH:26][CH2:25][CH2:24]1)([O:18][C:19]([CH3:22])([CH3:21])[CH3:20])=[O:17].C(N(CC)C(C)C)(C)C. (3) Given the product [C:15]1([CH2:14][CH2:13][CH:12]2[NH:8][C@H:9]([C:22]([N:24]3[CH2:28][CH2:27][CH2:26][C@H:25]3[C:29]#[N:30])=[O:23])[CH2:10][CH2:11]2)[CH:16]=[CH:17][CH:18]=[CH:19][CH:20]=1, predict the reactants needed to synthesize it. The reactants are: C(OC([N:8]1[CH:12]([CH:13]=[CH:14][C:15]2[CH:16]=[C:17](C)[CH:18]=[CH:19][CH:20]=2)[CH2:11][CH2:10][CH:9]1[C:22]([N:24]1[CH2:28][CH2:27][CH2:26][C@H:25]1[C:29]#[N:30])=[O:23])=O)(C)(C)C.C(OC(N1C(C=CC2C=CC=CC=2)CCC1C(N1CCC[C@H]1C#N)=O)=O)(C)(C)C.